This data is from Forward reaction prediction with 1.9M reactions from USPTO patents (1976-2016). The task is: Predict the product of the given reaction. Given the reactants [C:1]([O:5][C:6](=[O:16])[NH:7][CH2:8][CH:9]1[CH2:14][CH2:13][C:12](=[O:15])[CH2:11][CH2:10]1)([CH3:4])([CH3:3])[CH3:2].[BH4-].[Na+], predict the reaction product. The product is: [C:1]([O:5][C:6](=[O:16])[NH:7][CH2:8][CH:9]1[CH2:10][CH2:11][CH:12]([OH:15])[CH2:13][CH2:14]1)([CH3:4])([CH3:2])[CH3:3].